This data is from Full USPTO retrosynthesis dataset with 1.9M reactions from patents (1976-2016). The task is: Predict the reactants needed to synthesize the given product. (1) Given the product [Cl:1][C:2]1[C:7]([C:8]#[N:9])=[CH:6][N:5]=[C:4]2[S:10][C:11]([CH3:13])=[CH:12][C:3]=12, predict the reactants needed to synthesize it. The reactants are: [Cl:1][C:2]1[C:7]([C:8]#[N:9])=[CH:6][N:5]=[C:4]2[S:10][CH:11]=[CH:12][C:3]=12.[CH:13]([N-]C(C)C)(C)C.[Li+].CCCCCCC.O1CCCC1.C(C1C=CC=CC=1)C.IC. (2) Given the product [CH3:14][O:15][C:16]1[C:21]([NH:22][C:2]([NH2:3])=[S:1])=[CH:20][CH:19]=[CH:18][N:17]=1, predict the reactants needed to synthesize it. The reactants are: [S-:1][C:2]#[N:3].[NH4+].C(Cl)(=O)C1C=CC=CC=1.[CH3:14][O:15][C:16]1[C:21]([NH2:22])=[CH:20][CH:19]=[CH:18][N:17]=1.O. (3) Given the product [NH2:11][C:5]1[CH:6]=[C:7]([O:9][CH3:10])[CH:8]=[C:3]([CH2:2][OH:1])[C:4]=1[OH:14], predict the reactants needed to synthesize it. The reactants are: [OH:1][CH2:2][C:3]1[CH:8]=[C:7]([O:9][CH3:10])[CH:6]=[C:5]([N+:11]([O-])=O)[C:4]=1[OH:14]. (4) The reactants are: Cl[C:2]1[C:8]2[CH:9]=[CH:10][CH:11]=[CH:12][C:7]=2[S:6][C:5]2[CH:13]=[CH:14][CH:15]=[CH:16][C:4]=2[N:3]=1.C1(C)C=CC=CC=1.[NH:24]1[CH2:29][CH2:28][NH:27][CH2:26][CH2:25]1. Given the product [N:24]1([C:2]2[C:8]3[CH:9]=[CH:10][CH:11]=[CH:12][C:7]=3[S:6][C:5]3[CH:13]=[CH:14][CH:15]=[CH:16][C:4]=3[N:3]=2)[CH2:29][CH2:28][NH:27][CH2:26][CH2:25]1, predict the reactants needed to synthesize it. (5) Given the product [F:17][C:18]1[CH:28]=[CH:27][CH:26]=[CH:25][C:19]=1[CH:20]=[CH:21][C:22]([NH:2][C@H:3]([C:6]([O:8][CH3:9])=[O:7])[CH2:4][OH:5])=[O:23], predict the reactants needed to synthesize it. The reactants are: Cl.[NH2:2][C@H:3]([C:6]([O:8][CH3:9])=[O:7])[CH2:4][OH:5].C(N(CC)CC)C.[F:17][C:18]1[CH:28]=[CH:27][CH:26]=[CH:25][C:19]=1[CH:20]=[CH:21][C:22](O)=[O:23].CCN=C=NCCCN(C)C.Cl. (6) Given the product [F:9][C:10]1[CH:11]=[CH:12][C:13]2[N:14]([C:16]([C:19]3[N:20]=[C:25]([OH:26])[C:24]([C:22]#[N:23])=[CH:30][N:21]=3)=[CH:17][N:18]=2)[CH:15]=1, predict the reactants needed to synthesize it. The reactants are: C(N(CC)CC)C.Cl.[F:9][C:10]1[CH:11]=[CH:12][C:13]2[N:14]([C:16]([C:19](=[NH:21])[NH2:20])=[CH:17][N:18]=2)[CH:15]=1.[C:22](/[C:24](=[CH:30]/OCC)/[C:25](OCC)=[O:26])#[N:23].